From a dataset of CYP2C9 inhibition data for predicting drug metabolism from PubChem BioAssay. Regression/Classification. Given a drug SMILES string, predict its absorption, distribution, metabolism, or excretion properties. Task type varies by dataset: regression for continuous measurements (e.g., permeability, clearance, half-life) or binary classification for categorical outcomes (e.g., BBB penetration, CYP inhibition). Dataset: cyp2c9_veith. (1) The molecule is COc1ccc2[nH]cc(C=O)c2c1. The result is 0 (non-inhibitor). (2) The compound is Cc1cc(NC(=O)CCC(=O)N2CCC3(CC2)OCCO3)no1. The result is 0 (non-inhibitor). (3) The drug is Cc1cc(SCC(=O)c2ccc(Br)cc2)cc(C)[o+]1. The result is 1 (inhibitor). (4) The molecule is C#CCSc1nncn1C(=O)/C=C/c1ccccc1. The result is 1 (inhibitor).